From a dataset of Full USPTO retrosynthesis dataset with 1.9M reactions from patents (1976-2016). Predict the reactants needed to synthesize the given product. (1) Given the product [Cl:15][C:4]1[CH:3]=[C:2]([CH3:1])[C:11]2[CH2:10][CH2:9][CH2:8][CH2:7][C:6]=2[N:5]=1, predict the reactants needed to synthesize it. The reactants are: [CH3:1][C:2]1[C:11]2[CH2:10][CH2:9][CH2:8][CH2:7][C:6]=2[N:5]=[C:4](O)[CH:3]=1.O=P(Cl)(Cl)[Cl:15].CN(C)C1C=CC=CC=1.CCOC(C)=O. (2) Given the product [F:16][C:17]([F:22])([F:21])[C:18]([OH:20])=[O:19].[NH:8]1[CH2:13][CH2:12][S:11](=[O:15])(=[O:14])[CH2:10][CH2:9]1, predict the reactants needed to synthesize it. The reactants are: C(OC([N:8]1[CH2:13][CH2:12][S:11](=[O:15])(=[O:14])[CH2:10][CH2:9]1)=O)(C)(C)C.[F:16][C:17]([F:22])([F:21])[C:18]([OH:20])=[O:19].C(OCC)C.